From a dataset of Full USPTO retrosynthesis dataset with 1.9M reactions from patents (1976-2016). Predict the reactants needed to synthesize the given product. (1) Given the product [CH:22]1([C:20]([NH:19][CH2:18][CH2:17][C:14]2[C:13]3[CH:28]=[C:9]([C:7]([OH:2])=[O:8])[CH:10]=[CH:11][C:12]=3[S:16][CH:15]=2)=[O:21])[CH2:27][CH2:26][CH2:25][CH2:24][CH2:23]1, predict the reactants needed to synthesize it. The reactants are: [Mn]([O-])(=O)(=O)=[O:2].[K+].[CH:7]([C:9]1[CH:10]=[CH:11][C:12]2[S:16][CH:15]=[C:14]([CH2:17][CH2:18][NH:19][C:20]([CH:22]3[CH2:27][CH2:26][CH2:25][CH2:24][CH2:23]3)=[O:21])[C:13]=2[CH:28]=1)=[O:8]. (2) Given the product [N:1]1([CH2:6][CH2:7][N:8]2[C:16]3[C:11](=[CH:12][CH:13]=[CH:14][CH:15]=3)[C:10]([C:17]3[O:21][N:20]=[C:19]([CH2:22][NH:23][S:42]([C:35]4[CH:36]=[CH:37][CH:38]=[C:39]([O:40][CH3:41])[C:34]=4[O:33][CH3:32])(=[O:44])=[O:43])[N:18]=3)=[N:9]2)[CH:5]=[CH:4][N:3]=[CH:2]1, predict the reactants needed to synthesize it. The reactants are: [N:1]1([CH2:6][CH2:7][N:8]2[C:16]3[C:11](=[CH:12][CH:13]=[CH:14][CH:15]=3)[C:10]([C:17]3[O:21][N:20]=[C:19]([CH2:22][NH:23]C(=O)C4C=CC=CC=4)[N:18]=3)=[N:9]2)[CH:5]=[CH:4][N:3]=[CH:2]1.[CH3:32][O:33][C:34]1[C:39]([O:40][CH3:41])=[CH:38][CH:37]=[CH:36][C:35]=1[S:42](Cl)(=[O:44])=[O:43].C(=O)([O-])[O-].[Na+].[Na+]. (3) Given the product [CH2:1]([C:5]1[CH:6]=[CH:7][C:8]([CH2:9][N:10]([S:22]([CH3:25])(=[O:24])=[O:23])[CH2:11][CH2:12][CH2:13][CH2:14][CH2:15][CH2:16][C:17]([OH:19])=[O:18])=[CH:26][CH:27]=1)[CH2:2][CH2:3][CH3:4], predict the reactants needed to synthesize it. The reactants are: [CH2:1]([C:5]1[CH:27]=[CH:26][C:8]([CH2:9][N:10]([S:22]([CH3:25])(=[O:24])=[O:23])[CH2:11][CH2:12][CH2:13][CH2:14][CH2:15][CH2:16][C:17]([O:19]CC)=[O:18])=[CH:7][CH:6]=1)[CH2:2][CH2:3][CH3:4].[OH-].[Na+].Cl.